From a dataset of Forward reaction prediction with 1.9M reactions from USPTO patents (1976-2016). Predict the product of the given reaction. (1) Given the reactants [N+:1]([C:4]1[CH:5]=[C:6]([CH:10]=[C:11]([N+:13]([O-:15])=[O:14])[CH:12]=1)[C:7](O)=[O:8])([O-:3])=[O:2].S(Cl)([Cl:18])=O.[N+](C1C([N+]([O-])=O)=C(C=CC=1)C(O)=O)([O-])=O.Cl, predict the reaction product. The product is: [N+:1]([C:4]1[CH:5]=[C:6]([CH:10]=[C:11]([N+:13]([O-:15])=[O:14])[CH:12]=1)[C:7]([Cl:18])=[O:8])([O-:3])=[O:2]. (2) The product is: [OH:23][C:22]1[CH:21]=[CH:20][C:15]([C:16]([O:18][CH3:19])=[O:17])=[CH:14][C:13]=1[CH:11]=[CH2:1]. Given the reactants [CH3:1][Si]([N-][Si](C)(C)C)(C)C.[Li+].[CH:11]([C:13]1[CH:14]=[C:15]([CH:20]=[CH:21][C:22]=1[OH:23])[C:16]([O:18][CH3:19])=[O:17])=O, predict the reaction product. (3) Given the reactants BrC1SC([N+]([O-])=O)=C(C(N)=O)C=1.[OH:13][CH:14]([C:16]1[CH:21]=[CH:20][C:19]([C:22]2[S:26][C:25]([N+:27]([O-])=O)=[C:24]([C:30]([NH2:32])=[O:31])[CH:23]=2)=[CH:18][CH:17]=1)[CH3:15], predict the reaction product. The product is: [NH2:27][C:25]1[S:26][C:22]([C:19]2[CH:20]=[CH:21][C:16]([CH:14]([OH:13])[CH3:15])=[CH:17][CH:18]=2)=[CH:23][C:24]=1[C:30]([NH2:32])=[O:31].